From a dataset of Forward reaction prediction with 1.9M reactions from USPTO patents (1976-2016). Predict the product of the given reaction. (1) Given the reactants [Br:1][C:2]1[CH:3]=[CH:4][C:5]([OH:10])=[C:6]([CH:9]=1)[CH:7]=[O:8].[BH4-].[Na+].C[CH2:14][O:15]C(C)=O.[CH3:19]O, predict the reaction product. The product is: [Br:1][C:2]1[CH:3]=[CH:4][C:5]([OH:10])=[C:6]([CH:7]([O:15][CH3:14])[O:8][CH3:19])[CH:9]=1. (2) Given the reactants [C:1]([C:3]1[CH:4]=[C:5]([CH:27]=[CH:28][C:29]=1[CH3:30])[C:6]([NH:8][C:9]1[CH:14]=[CH:13][C:12]([CH2:15][N:16]2[CH2:21][CH2:20][N:19]([CH3:22])[CH2:18][CH2:17]2)=[C:11]([C:23]([F:26])([F:25])[F:24])[CH:10]=1)=[O:7])#[CH:2].[CH3:31][NH:32][C:33]1[C:42]2[C:37](=[CH:38][C:39](Br)=[CH:40][CH:41]=2)[N:36]=[CH:35][N:34]=1, predict the reaction product. The product is: [CH3:31][NH:32][C:33]1[C:42]2[C:37](=[CH:38][C:39]([C:2]#[C:1][C:3]3[CH:4]=[C:5]([CH:27]=[CH:28][C:29]=3[CH3:30])[C:6]([NH:8][C:9]3[CH:14]=[CH:13][C:12]([CH2:15][N:16]4[CH2:17][CH2:18][N:19]([CH3:22])[CH2:20][CH2:21]4)=[C:11]([C:23]([F:25])([F:24])[F:26])[CH:10]=3)=[O:7])=[CH:40][CH:41]=2)[N:36]=[CH:35][N:34]=1. (3) Given the reactants [N:1]1[C:10]2[C:5](=[CH:6][CH:7]=[CH:8][CH:9]=2)[CH:4]=[CH:3][C:2]=1[CH:11]=[O:12].[BH4-].[Na+].O, predict the reaction product. The product is: [N:1]1[C:10]2[C:5](=[CH:6][CH:7]=[CH:8][CH:9]=2)[CH:4]=[CH:3][C:2]=1[CH2:11][OH:12]. (4) Given the reactants Cl[C:2]1[C:7]([CH:8]2[CH2:10][CH2:9]2)=[N:6][C:5]([CH3:11])=[C:4]([N:12]2[CH2:16][CH2:15][CH2:14][CH:13]2[C:17]2[CH:22]=[CH:21][C:20]([Cl:23])=[CH:19][CH:18]=2)[N:3]=1.[NH2:24][C:25]1[S:26][C:27]([C:30]#[N:31])=[CH:28][N:29]=1.CC(C1C=C(C(C)C)C(C2C(P(C(C)(C)C)C(C)(C)C)=CC=CC=2)=C(C(C)C)C=1)C.P([O-])([O-])([O-])=O.[K+].[K+].[K+], predict the reaction product. The product is: [Cl:23][C:20]1[CH:21]=[CH:22][C:17]([CH:13]2[CH2:14][CH2:15][CH2:16][N:12]2[C:4]2[N:3]=[C:2]([NH:24][C:25]3[S:26][C:27]([C:30]#[N:31])=[CH:28][N:29]=3)[C:7]([CH:8]3[CH2:10][CH2:9]3)=[N:6][C:5]=2[CH3:11])=[CH:18][CH:19]=1. (5) Given the reactants COC1C=CC(C[N:8]2[C:17]([C@@H:18]([NH:20][C:21](=[O:37])[O:22][CH2:23][CH:24]3[C:36]4[CH:35]=[CH:34][CH:33]=[CH:32][C:31]=4[C:30]4[C:25]3=[CH:26][CH:27]=[CH:28][CH:29]=4)[CH3:19])=[CH:16][C:15]3[C:10](=[C:11]([Cl:38])[CH:12]=[CH:13][CH:14]=3)[C:9]2=[O:39])=CC=1, predict the reaction product. The product is: [Cl:38][C:11]1[CH:12]=[CH:13][CH:14]=[C:15]2[C:10]=1[C:9](=[O:39])[NH:8][C:17]([C@@H:18]([NH:20][C:21](=[O:37])[O:22][CH2:23][CH:24]1[C:36]3[CH:35]=[CH:34][CH:33]=[CH:32][C:31]=3[C:30]3[C:25]1=[CH:26][CH:27]=[CH:28][CH:29]=3)[CH3:19])=[CH:16]2.